Dataset: Peptide-MHC class I binding affinity with 185,985 pairs from IEDB/IMGT. Task: Regression. Given a peptide amino acid sequence and an MHC pseudo amino acid sequence, predict their binding affinity value. This is MHC class I binding data. The peptide sequence is FLEFSNRVY. The MHC is HLA-A33:01 with pseudo-sequence HLA-A33:01. The binding affinity (normalized) is 0.164.